Dataset: Reaction yield outcomes from USPTO patents with 853,638 reactions. Task: Predict the reaction yield, written as a fraction of the theoretical maximum amount of product (1.0 means a 100% yield; for example, 0.34 means a 34% yield). (1) The reactants are [C:1]([CH:6]=[C:7]1[CH2:12][CH2:11][N:10]([C:13]2[CH:18]=[CH:17][C:16]([N:19]3[CH2:23][C@H:22]([CH2:24][NH:25][C:26](=[O:28])[CH3:27])[O:21][C:20]3=[O:29])=[CH:15][C:14]=2[F:30])[CH2:9][CH2:8]1)([O:3][CH2:4][CH3:5])=[O:2].[I-].[CH3:32][S+](C)(C)=O.CC(C)([O-])C.[K+]. The catalyst is CS(C)=O. The product is [C:1]([CH:6]1[C:7]2([CH2:8][CH2:9][N:10]([C:13]3[CH:18]=[CH:17][C:16]([N:19]4[CH2:23][C@H:22]([CH2:24][NH:25][C:26](=[O:28])[CH3:27])[O:21][C:20]4=[O:29])=[CH:15][C:14]=3[F:30])[CH2:11][CH2:12]2)[CH2:32]1)([O:3][CH2:4][CH3:5])=[O:2]. The yield is 0.610. (2) The reactants are Br[C:2]1[C:3]([CH3:27])=[N:4][N:5]([C:20]2[CH:25]=[CH:24][CH:23]=[CH:22][C:21]=2[CH3:26])[C:6]=1[NH:7][C:8]1[CH:17]=[CH:16][C:15]([O:18][CH3:19])=[CH:14][C:9]=1[C:10]([O:12]C)=[O:11].[S:28]1[CH:32]=[CH:31][C:30](B(O)O)=[CH:29]1.C([O-])([O-])=O.[Na+].[Na+].N#N. The catalyst is CN(C=O)C.C1C=CC([P]([Pd]([P](C2C=CC=CC=2)(C2C=CC=CC=2)C2C=CC=CC=2)([P](C2C=CC=CC=2)(C2C=CC=CC=2)C2C=CC=CC=2)[P](C2C=CC=CC=2)(C2C=CC=CC=2)C2C=CC=CC=2)(C2C=CC=CC=2)C2C=CC=CC=2)=CC=1. The product is [CH3:19][O:18][C:15]1[CH:16]=[CH:17][C:8]([NH:7][C:6]2[N:5]([C:20]3[CH:25]=[CH:24][CH:23]=[CH:22][C:21]=3[CH3:26])[N:4]=[C:3]([CH3:27])[C:2]=2[C:30]2[CH:31]=[CH:32][S:28][CH:29]=2)=[C:9]([CH:14]=1)[C:10]([OH:12])=[O:11]. The yield is 0.230. (3) The reactants are Cl.[NH2:2][C:3]1[S:4][CH:5]=[C:6]([C:8](=[O:10])[CH3:9])[N:7]=1.[OH-].[NH4+]. The catalyst is O. The product is [NH2:2][C:3]1[S:4][CH:5]=[C:6]([C:8](=[O:10])[CH3:9])[N:7]=1. The yield is 0.570. (4) The reactants are [Cl:1][C:2]1[C:3]([OH:11])=[C:4]([CH:7]=[C:8]([F:10])[CH:9]=1)C=O.N.CC1C=CC(S(C[N+]#[C-])(=O)=O)=CC=1.[NH:26]1[CH2:31][CH2:30][NH:29][CH2:28]C1. The catalyst is C(O)C. The product is [Cl:1][C:2]1[CH:9]=[C:8]([F:10])[CH:7]=[C:4]([C:30]2[NH:29][CH:28]=[N:26][CH:31]=2)[C:3]=1[OH:11]. The yield is 0.650. (5) The reactants are [NH2:1][C:2]1[CH:7]=[CH:6][CH:5]=[CH:4][C:3]=1/[CH:8]=[CH:9]/[C:10]([O:12][CH3:13])=[O:11].Br[CH2:15][C:16]1[CH:17]=[C:18]([CH:21]=[CH:22][CH:23]=1)[C:19]#[N:20].C(=O)([O-])[O-].[K+].[K+]. The catalyst is CN(C)C=O.C(OCC)(=O)C. The product is [C:19]([C:18]1[CH:17]=[C:16]([CH:23]=[CH:22][CH:21]=1)[CH2:15][NH:1][C:2]1[CH:7]=[CH:6][CH:5]=[CH:4][C:3]=1/[CH:8]=[CH:9]/[C:10]([O:12][CH3:13])=[O:11])#[N:20]. The yield is 0.730. (6) The reactants are [H-].[Na+].CCCCCC.[CH2:9]([O:16][CH2:17][CH2:18][C@H:19]([OH:41])[CH2:20][O:21][C:22]([C:35]1[CH:40]=[CH:39][CH:38]=[CH:37][CH:36]=1)([C:29]1[CH:34]=[CH:33][CH:32]=[CH:31][CH:30]=1)[C:23]1[CH:28]=[CH:27][CH:26]=[CH:25][CH:24]=1)[C:10]1[CH:15]=[CH:14][CH:13]=[CH:12][CH:11]=1.CS(O[CH2:47][CH2:48][O:49][CH2:50][C:51]1[CH:56]=[CH:55][CH:54]=[CH:53][CH:52]=1)(=O)=O. The catalyst is CS(C)=O.O. The product is [CH2:9]([O:16][CH2:17][CH2:18][C@H:19]([O:41][CH2:47][CH2:48][O:49][CH2:50][C:51]1[CH:56]=[CH:55][CH:54]=[CH:53][CH:52]=1)[CH2:20][O:21][C:22]([C:35]1[CH:36]=[CH:37][CH:38]=[CH:39][CH:40]=1)([C:23]1[CH:24]=[CH:25][CH:26]=[CH:27][CH:28]=1)[C:29]1[CH:30]=[CH:31][CH:32]=[CH:33][CH:34]=1)[C:10]1[CH:11]=[CH:12][CH:13]=[CH:14][CH:15]=1. The yield is 0.750.